This data is from NCI-60 drug combinations with 297,098 pairs across 59 cell lines. The task is: Regression. Given two drug SMILES strings and cell line genomic features, predict the synergy score measuring deviation from expected non-interaction effect. Drug 1: CCC(=C(C1=CC=CC=C1)C2=CC=C(C=C2)OCCN(C)C)C3=CC=CC=C3.C(C(=O)O)C(CC(=O)O)(C(=O)O)O. Drug 2: CCC1(CC2CC(C3=C(CCN(C2)C1)C4=CC=CC=C4N3)(C5=C(C=C6C(=C5)C78CCN9C7C(C=CC9)(C(C(C8N6C)(C(=O)OC)O)OC(=O)C)CC)OC)C(=O)OC)O.OS(=O)(=O)O. Cell line: M14. Synergy scores: CSS=15.2, Synergy_ZIP=13.6, Synergy_Bliss=14.5, Synergy_Loewe=10.2, Synergy_HSA=12.8.